Dataset: Full USPTO retrosynthesis dataset with 1.9M reactions from patents (1976-2016). Task: Predict the reactants needed to synthesize the given product. (1) Given the product [C:29]([C:37]1[CH:42]=[CH:41][C:40]([C:43]2[N:51]=[C:50]([C:9]3[CH2:14][CH2:13][N:12]([C:15]([O:17][C:18]([CH3:19])([CH3:20])[CH3:21])=[O:16])[CH2:11][CH:10]=3)[CH:49]=[CH:48][C:44]=2[C:45](=[O:46])[NH2:47])=[CH:39][CH:38]=1)(=[O:36])[C:30]1[CH:31]=[CH:32][CH:33]=[CH:34][CH:35]=1, predict the reactants needed to synthesize it. The reactants are: CC1(C)C(C)(C)OB([C:9]2[CH2:14][CH2:13][N:12]([C:15]([O:17][C:18]([CH3:21])([CH3:20])[CH3:19])=[O:16])[CH2:11][CH:10]=2)O1.C([O-])([O-])=O.[K+].[K+].[C:29]([C:37]1[CH:42]=[CH:41][C:40]([C:43]2[N:51]=[C:50](Cl)[CH:49]=[CH:48][C:44]=2[C:45]([NH2:47])=[O:46])=[CH:39][CH:38]=1)(=[O:36])[C:30]1[CH:35]=[CH:34][CH:33]=[CH:32][CH:31]=1. (2) Given the product [CH2:39]([O:38][C:36](=[O:37])[C:28]1[CH:29]=[C:30]([O:8][C:6]2[CH:5]=[CH:4][C:3]([CH:9]([CH3:25])[C:10]([C:16]3[CH:17]=[C:18]([CH3:24])[C:19](=[O:23])[N:20]([CH3:22])[CH:21]=3)([OH:15])[C:11]([F:13])([F:14])[F:12])=[C:2]([Cl:1])[CH:7]=2)[CH:31]=[CH:32][C:27]=1[Cl:26])[CH3:40], predict the reactants needed to synthesize it. The reactants are: [Cl:1][C:2]1[CH:7]=[C:6]([OH:8])[CH:5]=[CH:4][C:3]=1[CH:9]([CH3:25])[C:10]([C:16]1[CH:17]=[C:18]([CH3:24])[C:19](=[O:23])[N:20]([CH3:22])[CH:21]=1)([OH:15])[C:11]([F:14])([F:13])[F:12].[Cl:26][C:27]1[CH:32]=[CH:31][C:30](B(O)O)=[CH:29][C:28]=1[C:36]([O:38][CH2:39][CH3:40])=[O:37]. (3) Given the product [CH2:13]([O:12][CH2:11][O:10][C:5]1[CH:4]=[C:3]([CH:15]([OH:21])[C:16]([O:18][CH2:19][CH3:20])=[O:17])[C:2]2[O:1][CH2:23][O:8][C:7]=2[C:6]=1[CH3:9])[CH3:14], predict the reactants needed to synthesize it. The reactants are: [OH:1][C:2]1[C:7]([OH:8])=[C:6]([CH3:9])[C:5]([O:10][CH2:11][O:12][CH2:13][CH3:14])=[CH:4][C:3]=1[CH:15]([OH:21])[C:16]([O:18][CH2:19][CH3:20])=[O:17].Br[CH2:23]Cl.C(=O)([O-])[O-].[Cs+].[Cs+]. (4) Given the product [F:1][C:2]1[CH:10]=[CH:9][C:5]([C:6](=[O:8])[NH:37][C@H:32]2[CH2:33][C:34]3[C:35](=[CH:36][CH:59]=[CH:58][CH:60]=3)[C@H:49]2[OH:57])=[CH:4][C:3]=1[NH:11][C:12]([C:14]1[N:18]2[CH:19]=[CH:20][CH:21]=[CH:22][C:17]2=[N:16][CH:15]=1)=[O:13], predict the reactants needed to synthesize it. The reactants are: [F:1][C:2]1[CH:10]=[CH:9][C:5]([C:6]([OH:8])=O)=[CH:4][C:3]=1[NH:11][C:12]([C:14]1[N:18]2[CH:19]=[CH:20][CH:21]=[CH:22][C:17]2=[N:16][CH:15]=1)=[O:13].CN(C(ON1N=N[C:33]2[CH:34]=[CH:35][CH:36]=[N:37][C:32]1=2)=[N+](C)C)C.F[P-](F)(F)(F)(F)F.N[C@@H]1C2C(=CC=CC=2)C[C@@H:49]1[OH:57].[CH:58](N(C(C)C)CC)([CH3:60])[CH3:59]. (5) Given the product [C:1]([O:5][C:6](=[O:40])[N:7]([C@H:9]([C:11](=[O:39])[NH:12][C@@H:13]1[C:19](=[O:20])[N:18]([CH2:21][C:22]2[C:23]3[C:61](=[CH:62][CH:63]=[CH:64][CH:24]=3)[N:60]([C:67]3[CH:74]=[CH:73][CH:72]=[CH:71][C:68]=3[C:69]#[N:70])[N:59]=2)[C:17]2[CH:35]=[CH:36][CH:37]=[CH:38][C:16]=2[NH:15][CH2:14]1)[CH3:10])[CH3:8])([CH3:2])([CH3:4])[CH3:3], predict the reactants needed to synthesize it. The reactants are: [C:1]([O:5][C:6](=[O:40])[N:7]([C@H:9]([C:11](=[O:39])[NH:12][C@@H:13]1[C:19](=[O:20])[N:18]([CH2:21][C:22]2C3C(=C(Br)C=CC=3)C=[CH:24][C:23]=2OC)[C:17]2[CH:35]=[CH:36][CH:37]=[CH:38][C:16]=2[NH:15][CH2:14]1)[CH3:10])[CH3:8])([CH3:4])([CH3:3])[CH3:2].FC(F)(F)C(O)=O.N[C@@H]1C(=O)N(CC2C3[C:61](=[CH:62][CH:63]=[CH:64]C=3)[N:60]([C:67]3[CH:74]=[CH:73][CH:72]=[CH:71][C:68]=3[C:69]#[N:70])[N:59]=2)C2C=CC=CC=2NC1.N(C(OC(C)(C)C)=O)(C)[C@H](C(O)=O)C. (6) The reactants are: [CH2:1]([O:3][C:4]([N:6]1[CH2:15][CH2:14][C:13]2[C:12]3[NH:16][C:17](C(O)=O)=[CH:18][C:11]=3[S:10][C:9]=2[CH2:8][CH2:7]1)=[O:5])[CH3:2]. Given the product [CH2:1]([O:3][C:4]([N:6]1[CH2:15][CH2:14][C:13]2[C:12]3[NH:16][CH:17]=[CH:18][C:11]=3[S:10][C:9]=2[CH2:8][CH2:7]1)=[O:5])[CH3:2], predict the reactants needed to synthesize it. (7) The reactants are: [F:1][C:2]1[CH:7]=[C:6]([F:8])[C:5]([F:9])=[CH:4][C:3]=1[S:10](Cl)(=[O:12])=[O:11].S([O-])([O-])=O.[Na+].[Na+].[C:20](=O)(O)[O-].[Na+].BrCC(O)=O. Given the product [F:9][C:5]1[CH:4]=[C:3]([S:10]([CH3:20])(=[O:12])=[O:11])[C:2]([F:1])=[CH:7][C:6]=1[F:8], predict the reactants needed to synthesize it.